From a dataset of Reaction yield outcomes from USPTO patents with 853,638 reactions. Predict the reaction yield, written as a fraction of the theoretical maximum amount of product (1.0 means a 100% yield; for example, 0.34 means a 34% yield). (1) The reactants are O[CH:2]1[CH2:6][N:5]([C:7]([O:9][CH2:10][CH:11]=[CH2:12])=[O:8])[C@H:4]([CH2:13][O:14][CH2:15]OC)[CH:3]1[C:18]([O:20][C:21]([CH3:24])([CH3:23])[CH3:22])=[O:19].CS(Cl)(=O)=O.C(N(CC)CC)C.Cl.C1CCN2C(=NCCC2)CC1. The catalyst is ClCCl.CN(C)C1C=CN=CC=1. The product is [CH3:15][O:14][CH2:13][C@@H:4]1[C:3]([C:18]([O:20][C:21]([CH3:24])([CH3:23])[CH3:22])=[O:19])=[CH:2][CH2:6][N:5]1[C:7]([O:9][CH2:10][CH:11]=[CH2:12])=[O:8]. The yield is 0.660. (2) The catalyst is O. The reactants are C[O:2][C:3](=[O:17])[C:4]1[CH:9]=[C:8]([F:10])[CH:7]=[CH:6][C:5]=1[C:11]1[N:16]=[CH:15][CH:14]=[CH:13][N:12]=1.[OH-].[Na+]. The product is [F:10][C:8]1[CH:7]=[CH:6][C:5]([C:11]2[N:12]=[CH:13][CH:14]=[CH:15][N:16]=2)=[C:4]([CH:9]=1)[C:3]([OH:17])=[O:2]. The yield is 0.830. (3) The reactants are [F:1][C:2]([F:7])([F:6])[C:3]([OH:5])=[O:4].[C:8]1([C:14]2[CH:19]=[C:18]([CH:20]3[CH2:25][CH2:24][NH:23][CH2:22][CH2:21]3)[CH:17]=[CH:16][C:15]=2[NH:26][C:27]([C:29]2[NH:30][CH:31]=[C:32]([C:34]#[N:35])[N:33]=2)=[O:28])[CH2:13][CH2:12][CH2:11][CH2:10][CH:9]=1.C([O-])([O-])=O.[K+].[K+].F[C:43]1[CH:48]=[CH:47][CH:46]=[CH:45][N:44]=1.CN(C)C(=O)C. The catalyst is O. The product is [F:1][C:2]([F:7])([F:6])[C:3]([OH:5])=[O:4].[C:8]1([C:14]2[CH:19]=[C:18]([CH:20]3[CH2:21][CH2:22][N:23]([C:43]4[CH:48]=[CH:47][CH:46]=[CH:45][N:44]=4)[CH2:24][CH2:25]3)[CH:17]=[CH:16][C:15]=2[NH:26][C:27]([C:29]2[NH:30][CH:31]=[C:32]([C:34]#[N:35])[N:33]=2)=[O:28])[CH2:13][CH2:12][CH2:11][CH2:10][CH:9]=1. The yield is 0.750.